This data is from Forward reaction prediction with 1.9M reactions from USPTO patents (1976-2016). The task is: Predict the product of the given reaction. (1) Given the reactants Cl[C:2]([O:4][C:5]1[CH:10]=[CH:9][C:8]([N+:11]([O-:13])=[O:12])=[CH:7][CH:6]=1)=[O:3].[NH2:14][C:15]1[S:16][CH:17]=[C:18]([CH3:20])[N:19]=1.N1C=CC=CC=1.O, predict the reaction product. The product is: [CH3:20][C:18]1[N:19]=[C:15]([NH:14][C:2](=[O:3])[O:4][C:5]2[CH:10]=[CH:9][C:8]([N+:11]([O-:13])=[O:12])=[CH:7][CH:6]=2)[S:16][CH:17]=1. (2) Given the reactants Cl.[F:2][C:3]([F:29])([F:28])[C:4]1[CH:5]=[C:6]([CH:21]=[C:22]([C:24]([F:27])([F:26])[F:25])[CH:23]=1)[CH2:7][O:8][C@H:9]1[CH2:14][CH2:13][NH:12][CH2:11][C@H:10]1[C:15]1[CH:20]=[CH:19][CH:18]=[CH:17][CH:16]=1.[C:30](O)(=[O:33])[CH2:31][CH3:32].CCN=C=NCCCN(C)C.Cl.C1C=CC2N(O)N=NC=2C=1.O, predict the reaction product. The product is: [F:29][C:3]([F:2])([F:28])[C:4]1[CH:5]=[C:6]([CH:21]=[C:22]([C:24]([F:27])([F:25])[F:26])[CH:23]=1)[CH2:7][O:8][C@H:9]1[CH2:14][CH2:13][N:12]([C:30](=[O:33])[CH2:31][CH3:32])[CH2:11][C@H:10]1[C:15]1[CH:16]=[CH:17][CH:18]=[CH:19][CH:20]=1. (3) Given the reactants [CH2:1]1[CH2:5][O:4][CH2:3][CH2:2]1.[H-].[Li+].[CH2:8]1[O:18][C:11]2([CH2:16][CH2:15][C:14](=O)[CH2:13][CH2:12]2)[O:10][CH2:9]1.C[OH:20], predict the reaction product. The product is: [O:10]1[C:11]2([CH2:16][CH2:15][C:14](=[CH:2][C:3]([O:4][CH2:5][CH3:1])=[O:20])[CH2:13][CH2:12]2)[O:18][CH2:8][CH2:9]1. (4) Given the reactants [NH2:1][CH2:2][C:3]1[CH:8]=[C:7]([O:9][C:10]2[CH:15]=[CH:14][C:13]([NH:16][C:17]3[CH:22]=[C:21]([C:23]4[CH:28]=[CH:27][CH:26]=[CH:25][CH:24]=4)[N:20]=[C:19]([NH2:29])[N:18]=3)=[CH:12][CH:11]=2)[CH:6]=[CH:5][N:4]=1.[CH2:30]([N:32]([CH2:36][CH3:37])[C:33](Cl)=[O:34])[CH3:31], predict the reaction product. The product is: [NH2:29][C:19]1[N:18]=[C:17]([NH:16][C:13]2[CH:12]=[CH:11][C:10]([O:9][C:7]3[CH:6]=[CH:5][N:4]=[C:3]([CH2:2][NH:1][C:33](=[O:34])[N:32]([CH2:36][CH3:37])[CH2:30][CH3:31])[CH:8]=3)=[CH:15][CH:14]=2)[CH:22]=[C:21]([C:23]2[CH:28]=[CH:27][CH:26]=[CH:25][CH:24]=2)[N:20]=1. (5) The product is: [C:25]([C:24]1[CH:27]=[CH:28][CH:29]=[CH:30][C:23]=1[CH2:22][N:1]1[CH2:6][CH2:5][CH2:4][C@@H:3]([NH:7][C:8](=[O:14])[O:9][C:10]([CH3:11])([CH3:13])[CH3:12])[CH2:2]1)#[N:26]. Given the reactants [NH:1]1[CH2:6][CH2:5][CH2:4][C@@H:3]([NH:7][C:8](=[O:14])[O:9][C:10]([CH3:13])([CH3:12])[CH3:11])[CH2:2]1.C(=O)([O-])[O-].[K+].[K+].Br[CH2:22][C:23]1[CH:30]=[CH:29][CH:28]=[CH:27][C:24]=1[C:25]#[N:26], predict the reaction product.